Predict the product of the given reaction. From a dataset of Forward reaction prediction with 1.9M reactions from USPTO patents (1976-2016). (1) Given the reactants [CH3:1][O:2][C:3]1[CH:8]=[CH:7][C:6]([NH2:9])=[CH:5][CH:4]=1.C[Al](C)C.[NH2:14][C:15]1[C:19]([C:20]2[CH:25]=[CH:24][CH:23]=[CH:22][CH:21]=2)=[CH:18][S:17][C:16]=1[C:26](OC)=[O:27], predict the reaction product. The product is: [NH2:14][C:15]1[C:19]([C:20]2[CH:25]=[CH:24][CH:23]=[CH:22][CH:21]=2)=[CH:18][S:17][C:16]=1[C:26]([NH:9][C:6]1[CH:7]=[CH:8][C:3]([O:2][CH3:1])=[CH:4][CH:5]=1)=[O:27]. (2) Given the reactants [CH3:1][C:2]1[CH:3]=[CH:4][C:5]([C:21]([NH:23][C:24]2[CH:25]=[C:26]([C:36]([F:39])([F:38])[F:37])[CH:27]=[C:28]([N:30]3[CH:34]=[N:33][C:32]([CH3:35])=[CH:31]3)[CH:29]=2)=[O:22])=[CH:6][C:7]=1[NH:8][C:9]1[N:10]=[CH:11][CH:12]=[C:13]([C:15]2[CH:16]=[CH:17][CH:18]=[N:19][CH:20]=2)[N:14]=1.CC(OC)(C)C.[C:46]([OH:55])(=[O:54])[C@@H:47]([C@H:49]([C:51]([OH:53])=[O:52])[OH:50])[OH:48], predict the reaction product. The product is: [CH3:1][C:2]1[CH:3]=[CH:4][C:5]([C:21]([NH:23][C:24]2[CH:25]=[C:26]([C:36]([F:38])([F:39])[F:37])[CH:27]=[C:28]([N:30]3[CH:34]=[N:33][C:32]([CH3:35])=[CH:31]3)[CH:29]=2)=[O:22])=[CH:6][C:7]=1[NH:8][C:9]1[N:10]=[CH:11][CH:12]=[C:13]([C:15]2[CH:16]=[CH:17][CH:18]=[N:19][CH:20]=2)[N:14]=1.[C:51]([C@@H:49]([C@H:47]([C:46]([O-:55])=[O:54])[OH:48])[OH:50])([O-:53])=[O:52]. (3) Given the reactants [CH3:1][O:2][C:3]1[CH:8]=[CH:7][C:6]([C@@H:9]([N:11]([CH2:22][C:23]2[N:24]=[C:25]3[CH:30]=[CH:29][CH:28]=[C:27]([N:31]4[CH2:36][CH2:35][N:34]([CH3:37])[CH2:33][CH2:32]4)[N:26]3[CH:38]=2)[C@@H:12]2[C:21]3[N:20]=[CH:19][CH:18]=[CH:17][C:16]=3[CH2:15][CH2:14][CH2:13]2)C)=[CH:5][CH:4]=1.C(=O)C1C=CC(OC)=CC=1, predict the reaction product. The product is: [CH3:1][O:2][C:3]1[CH:4]=[CH:5][C:6]([CH2:9][N:11]([CH2:22][C:23]2[N:24]=[C:25]3[CH:30]=[CH:29][CH:28]=[C:27]([N:31]4[CH2:36][CH2:35][N:34]([CH3:37])[CH2:33][CH2:32]4)[N:26]3[CH:38]=2)[C@@H:12]2[C:21]3[N:20]=[CH:19][CH:18]=[CH:17][C:16]=3[CH2:15][CH2:14][CH2:13]2)=[CH:7][CH:8]=1. (4) The product is: [C:44]([O:47][C@@H:48]1[CH2:49][CH2:34][CH2:33][C@H:32]1[N:29]([CH2:2][C:3]1[N:8]([CH2:9][CH2:10][C:11]2[CH:23]=[CH:22][C:14]([C:15]([O:17][C:18]([CH3:21])([CH3:20])[CH3:19])=[O:16])=[CH:13][CH:12]=2)[C:7](=[O:24])[C:6]([Cl:25])=[CH:5][C:4]=1[Cl:26])[CH3:30])(=[O:46])[CH3:45]. Given the reactants Br[CH2:2][C:3]1[N:8]([CH2:9][CH2:10][C:11]2[CH:23]=[CH:22][C:14]([C:15]([O:17][C:18]([CH3:21])([CH3:20])[CH3:19])=[O:16])=[CH:13][CH:12]=2)[C:7](=[O:24])[C:6]([Cl:25])=[CH:5][C:4]=1[Cl:26].C([N:29]([CH2:32][CH3:33])[CH2:30]C)C.[CH3:34]N(C=O)C.C(=O)([O-])O.[Na+].[C:44]([O:47][CH2:48][CH3:49])(=[O:46])[CH3:45], predict the reaction product. (5) Given the reactants Br[CH2:2][CH2:3][C:4]([N:6]1[CH2:11][CH2:10][CH2:9][CH:8]([C:12]([OH:14])=[O:13])[CH2:7]1)=[O:5].Cl.[CH3:16][C:17]1[CH:22]=[CH:21][C:20]([NH:23]N)=[CH:19][CH:18]=1.[CH3:25][N:26]1[CH2:31][CH2:30][C:29](=O)[CH2:28][CH2:27]1, predict the reaction product. The product is: [CH3:25][N:26]1[CH2:31][CH2:30][C:29]2[N:23]([CH2:2][CH2:3][C:4]([N:6]3[CH2:11][CH2:10][CH2:9][CH:8]([C:12]([OH:14])=[O:13])[CH2:7]3)=[O:5])[C:20]3[CH:19]=[CH:18][C:17]([CH3:16])=[CH:22][C:21]=3[C:28]=2[CH2:27]1. (6) The product is: [ClH:44].[NH2:7][C@:8]([CH2:41][CH3:42])([CH2:9][CH2:10][C:11]1[CH:16]=[CH:15][C:14]([O:17][CH2:18][CH2:19][CH2:20][C:21]2[CH:26]=[CH:25][C:24]([O:27][C:28]([F:29])([F:30])[F:31])=[CH:23][CH:22]=2)=[C:13]([C:32]([F:33])([F:34])[F:35])[CH:12]=1)[CH2:36][OH:37]. Given the reactants C(OC(=O)[NH:7][C@@:8]([CH2:41][CH3:42])([CH2:36][O:37]COC)[CH2:9][CH2:10][C:11]1[CH:16]=[CH:15][C:14]([O:17][CH2:18][CH2:19][CH2:20][C:21]2[CH:26]=[CH:25][C:24]([O:27][C:28]([F:31])([F:30])[F:29])=[CH:23][CH:22]=2)=[C:13]([C:32]([F:35])([F:34])[F:33])[CH:12]=1)(C)(C)C.[ClH:44], predict the reaction product.